From a dataset of Reaction yield outcomes from USPTO patents with 853,638 reactions. Predict the reaction yield, written as a fraction of the theoretical maximum amount of product (1.0 means a 100% yield; for example, 0.34 means a 34% yield). (1) The reactants are C([O:9][C@@H:10]1[C@@H:36]([O:37]C(=O)C2C=CC=CC=2)[C@H:35]([O:46]C(=O)C2C=CC=CC=2)[C@@H:34]([C@H:55]([CH3:65])[O:56]C(=O)C2C=CC=CC=2)[O:33][C@H:11]1[O:12][C:13]1[CH:18]=[C:17]([CH2:19][O:20]C(=O)C)[CH:16]=[CH:15][C:14]=1[CH2:24][C:25]1[CH:30]=[CH:29][C:28]([O:31][CH3:32])=[CH:27][CH:26]=1)(=O)C1C=CC=CC=1.C[O-].[Na+].O1CCCC1.C(O)(=O)C. The catalyst is CO. The product is [O:12]([C:13]1[CH:18]=[C:17]([CH2:19][OH:20])[CH:16]=[CH:15][C:14]=1[CH2:24][C:25]1[CH:26]=[CH:27][C:28]([O:31][CH3:32])=[CH:29][CH:30]=1)[C@@H:11]1[O:33][C@H:34]([C@H:55]([CH3:65])[OH:56])[C@@H:35]([OH:46])[C@H:36]([OH:37])[C@H:10]1[OH:9]. The yield is 0.845. (2) The reactants are [Br:1][C:2]1[CH:3]=[CH:4][C:5]2[S:9][C:8]([CH2:10]Br)=[N:7][C:6]=2[CH:12]=1.[F:13][C:14]1[C:22]([OH:23])=[CH:21][CH:20]=[C:19]([F:24])[C:15]=1[C:16]([NH2:18])=[O:17].C(=O)([O-])[O-].[K+].[K+].O. The catalyst is CN(C=O)C. The product is [Br:1][C:2]1[CH:3]=[CH:4][C:5]2[S:9][C:8]([CH2:10][O:23][C:22]3[C:14]([F:13])=[C:15]([C:19]([F:24])=[CH:20][CH:21]=3)[C:16]([NH2:18])=[O:17])=[N:7][C:6]=2[CH:12]=1. The yield is 0.760. (3) The reactants are CO[C:3](=[O:24])[C:4]1[CH:9]=[CH:8][C:7]([O:10][CH2:11][C:12]2[C:13]([C:17]3[CH:22]=[CH:21][C:20]([F:23])=[CH:19][CH:18]=3)=[N:14][O:15][CH:16]=2)=[N:6][CH:5]=1.[CH:25]1([NH2:28])[CH2:27][CH2:26]1. No catalyst specified. The product is [CH:25]1([NH:28][C:3](=[O:24])[C:4]2[CH:9]=[CH:8][C:7]([O:10][CH2:11][C:12]3[C:13]([C:17]4[CH:18]=[CH:19][C:20]([F:23])=[CH:21][CH:22]=4)=[N:14][O:15][CH:16]=3)=[N:6][CH:5]=2)[CH2:27][CH2:26]1. The yield is 0.280. (4) The reactants are [Cl:1][C:2]1[N:7]=[CH:6][C:5]([C:8]2[NH:12][C:11]3[CH:13]=[CH:14][CH:15]=[C:16]([C:17]([OH:19])=O)[C:10]=3[N:9]=2)=[CH:4][CH:3]=1.[S:20]1[CH:24]=[CH:23][N:22]=[C:21]1[NH2:25].CN(C(ON1N=NC2C=CC=NC1=2)=[N+](C)C)C.F[P-](F)(F)(F)(F)F.CCN(C(C)C)C(C)C. The catalyst is CN(C=O)C.O. The product is [Cl:1][C:2]1[N:7]=[CH:6][C:5]([C:8]2[NH:12][C:11]3[CH:13]=[CH:14][CH:15]=[C:16]([C:17]([NH:25][C:21]4[S:20][CH:24]=[CH:23][N:22]=4)=[O:19])[C:10]=3[N:9]=2)=[CH:4][CH:3]=1. The yield is 0.520. (5) The reactants are [Br:1][C:2]1[CH:3]=[CH:4][C:5]([CH:8]2[O:12][C:11](=[O:13])[NH:10][CH2:9]2)=[N:6][CH:7]=1.[H-].[Na+].I[CH3:17]. The catalyst is O1CCCC1.O. The product is [Br:1][C:2]1[CH:3]=[CH:4][C:5]([CH:8]2[O:12][C:11](=[O:13])[N:10]([CH3:17])[CH2:9]2)=[N:6][CH:7]=1. The yield is 0.850. (6) The reactants are [ClH:1].[CH3:2][N:3]1[C:7]([CH3:8])=[C:6]([C:9]2[CH:18]=[CH:17][CH:16]=[C:15]3[C:10]=2[CH2:11][CH2:12][C@H:13]([NH2:19])[CH2:14]3)[C:5]([CH3:20])=[N:4]1. The catalyst is CCOCC. The product is [ClH:1].[ClH:1].[CH3:2][N:3]1[C:7]([CH3:8])=[C:6]([C:9]2[CH:18]=[CH:17][CH:16]=[C:15]3[C:10]=2[CH2:11][CH2:12][C@H:13]([NH2:19])[CH2:14]3)[C:5]([CH3:20])=[N:4]1. The yield is 0.910. (7) The reactants are [Br:1][C:2]1[C:3]([F:12])=[C:4]([CH:7]=[CH:8][C:9]=1[O:10][CH3:11])[CH:5]=[O:6].CO.[BH4-].[Na+]. The catalyst is ClCCl. The product is [Br:1][C:2]1[C:3]([F:12])=[C:4]([CH2:5][OH:6])[CH:7]=[CH:8][C:9]=1[O:10][CH3:11]. The yield is 0.570.